Dataset: Catalyst prediction with 721,799 reactions and 888 catalyst types from USPTO. Task: Predict which catalyst facilitates the given reaction. Reactant: [F:1][C:2]([F:24])([F:23])[C:3]1[CH:4]=[C:5]([C:19]([F:22])([F:21])[F:20])[C:6]2[CH:7]=[CH:8][C:9]3[N:10]([CH:13]=[C:14]([C:16](O)=[O:17])[N:15]=3)[C:11]=2[N:12]=1.CCN(C(C)C)C(C)C.CN(C(ON1N=NC2C=CC=CC1=2)=[N+](C)C)C.[B-](F)(F)(F)F.[CH3:56][O:57][CH:58]([O:61][CH3:62])[CH2:59][NH2:60]. Product: [CH3:56][O:57][CH:58]([O:61][CH3:62])[CH2:59][NH:60][C:16]([C:14]1[N:15]=[C:9]2[CH:8]=[CH:7][C:6]3[C:5]([C:19]([F:21])([F:22])[F:20])=[CH:4][C:3]([C:2]([F:24])([F:1])[F:23])=[N:12][C:11]=3[N:10]2[CH:13]=1)=[O:17]. The catalyst class is: 18.